Dataset: Forward reaction prediction with 1.9M reactions from USPTO patents (1976-2016). Task: Predict the product of the given reaction. (1) Given the reactants [F:1][C:2]([F:39])([F:38])[C:3]1[CH:4]=[C:5]([CH:31]=[C:32]([C:34]([F:37])([F:36])[F:35])[CH:33]=1)[CH2:6][N:7]1[CH2:14][CH2:13][CH2:12][NH:11][C:10]2[N:15]=[C:16](S(C)(=O)=O)[N:17]=[C:18]([C:19]3[CH:24]=[CH:23][CH:22]=[CH:21][C:20]=3[CH3:25])[C:9]=2[C:8]1=[O:30].[CH:40]([N:42]1[CH2:47][CH2:46][NH:45][CH2:44][CH2:43]1)=[O:41], predict the reaction product. The product is: [F:1][C:2]([F:39])([F:38])[C:3]1[CH:4]=[C:5]([CH:31]=[C:32]([C:34]([F:37])([F:36])[F:35])[CH:33]=1)[CH2:6][N:7]1[CH2:14][CH2:13][CH2:12][NH:11][C:10]2[N:15]=[C:16]([N:45]3[CH2:46][CH2:47][N:42]([CH:40]=[O:41])[CH2:43][CH2:44]3)[N:17]=[C:18]([C:19]3[CH:24]=[CH:23][CH:22]=[CH:21][C:20]=3[CH3:25])[C:9]=2[C:8]1=[O:30]. (2) Given the reactants C([N:4]1[CH2:9][C:8](=[O:10])[NH:7][C:6](=[CH:11][C:12]2[CH:17]=[CH:16][C:15]([O:18][CH2:19][C:20]3[CH:25]=[CH:24][CH:23]=[CH:22][CH:21]=3)=[CH:14][N:13]=2)[C:5]1=[O:26])(=O)C.[CH:27](=O)[C:28]1[CH:33]=[CH:32][CH:31]=[CH:30][CH:29]=1.C(N(CC)CC)C, predict the reaction product. The product is: [CH2:19]([O:18][C:15]1[CH:16]=[CH:17][C:12]([CH:11]=[C:6]2[NH:7][C:8](=[O:10])[C:9](=[CH:27][C:28]3[CH:33]=[CH:32][CH:31]=[CH:30][CH:29]=3)[NH:4][C:5]2=[O:26])=[N:13][CH:14]=1)[C:20]1[CH:21]=[CH:22][CH:23]=[CH:24][CH:25]=1. (3) Given the reactants [OH:1][C:2]1[C:7]([C:8]([NH:10][CH2:11][C:12]([O:14]C(C)(C)C)=[O:13])=[O:9])=[CH:6][N:5]=[C:4]([N:19]2[CH:23]=[CH:22][CH:21]=[N:20]2)[N:3]=1.C(O)(C(F)(F)F)=O, predict the reaction product. The product is: [OH:1][C:2]1[C:7]([C:8]([NH:10][CH2:11][C:12]([OH:14])=[O:13])=[O:9])=[CH:6][N:5]=[C:4]([N:19]2[CH:23]=[CH:22][CH:21]=[N:20]2)[N:3]=1. (4) The product is: [Cl:21][C:22]1[CH:28]=[C:27]([O:29][C:30]2[C:31]3[N:38]([CH3:39])[CH:37]=[CH:36][C:32]=3[N:33]=[CH:34][N:35]=2)[CH:26]=[CH:25][C:23]=1[NH:24][C:8]([NH:9][C:10]1[CH:11]=[N:12][CH:13]=[C:14]([C:16]([F:17])([F:18])[F:19])[CH:15]=1)=[O:20]. Given the reactants C1(O[C:8](=[O:20])[NH:9][C:10]2[CH:11]=[N:12][CH:13]=[C:14]([C:16]([F:19])([F:18])[F:17])[CH:15]=2)C=CC=CC=1.[Cl:21][C:22]1[CH:28]=[C:27]([O:29][C:30]2[C:31]3[N:38]([CH3:39])[CH:37]=[CH:36][C:32]=3[N:33]=[CH:34][N:35]=2)[CH:26]=[CH:25][C:23]=1[NH2:24].N1C=CC=CC=1, predict the reaction product.